From a dataset of Forward reaction prediction with 1.9M reactions from USPTO patents (1976-2016). Predict the product of the given reaction. (1) Given the reactants C(=O)([O-])[O-].[Na+].[Na+].FC(F)(F)S(O[C:13]1[CH2:14][CH2:15][N:16]([C:19]2[CH:20]=[CH:21][C:22]3[N:23]([C:25]([C:28]([F:31])([F:30])[F:29])=[N:26][N:27]=3)[N:24]=2)[CH2:17][CH:18]=1)(=O)=O.CC1(C)C(C)(C)OB([C:42]2[CH:43]=[CH:44][C:45]([OH:48])=[N:46][CH:47]=2)O1, predict the reaction product. The product is: [F:29][C:28]([F:31])([F:30])[C:25]1[N:23]2[N:24]=[C:19]([N:16]3[CH2:17][CH:18]=[C:13]([C:42]4[CH:43]=[CH:44][C:45]([OH:48])=[N:46][CH:47]=4)[CH2:14][CH2:15]3)[CH:20]=[CH:21][C:22]2=[N:27][N:26]=1. (2) Given the reactants [Cl:1][C:2]1[CH:3]=[CH:4][C:5]([CH2:8][CH2:9][N:10]2[CH2:15][CH2:14][N:13]([C:16]3[CH:21]=[CH:20][C:19]4[C:22]5[CH2:23][N:24](C(OC(C)(C)C)=O)[CH2:25][CH2:26][CH2:27][C:28]=5[O:29][C:18]=4[CH:17]=3)[C:12](=[O:37])[CH2:11]2)=[N:6][CH:7]=1.Cl.CCOCC.C([O-])(O)=O.[Na+], predict the reaction product. The product is: [Cl:1][C:2]1[CH:3]=[CH:4][C:5]([CH2:8][CH2:9][N:10]2[CH2:15][CH2:14][N:13]([C:16]3[CH:21]=[CH:20][C:19]4[C:22]5[CH2:23][NH:24][CH2:25][CH2:26][CH2:27][C:28]=5[O:29][C:18]=4[CH:17]=3)[C:12](=[O:37])[CH2:11]2)=[N:6][CH:7]=1. (3) Given the reactants [CH2:1]([O:8][CH:9]([CH2:21][C:22]1[CH:27]=[CH:26][CH:25]=[CH:24][CH:23]=1)[CH2:10][NH:11][C:12]1[C:13]([NH2:20])=[CH:14][C:15]([CH3:19])=[C:16]([CH3:18])[CH:17]=1)[C:2]1[CH:7]=[CH:6][CH:5]=[CH:4][CH:3]=1.[NH:28]1[C:36](=[O:37])[C:34](=O)[C:32](=O)[NH:31][C:29]1=[O:30].B(O)(O)O, predict the reaction product. The product is: [CH2:1]([O:8][CH:9]([CH2:21][C:22]1[CH:23]=[CH:24][CH:25]=[CH:26][CH:27]=1)[CH2:10][N:11]1[C:32]2[C:34]([C:36](=[O:37])[NH:28][C:29](=[O:30])[N:31]=2)=[N:20][C:13]2[CH:14]=[C:15]([CH3:19])[C:16]([CH3:18])=[CH:17][C:12]1=2)[C:2]1[CH:7]=[CH:6][CH:5]=[CH:4][CH:3]=1. (4) Given the reactants [CH3:1][C:2]1[N:3]=[C:4]([C:32]([O:34]CC)=[O:33])[S:5][C:6]=1[C:7]1[CH:8]=[CH:9][C:10]2[N:11]([C:13]([C:16](=[O:31])[NH:17][C:18]3[CH:23]=[C:22]([C:24]4[N:28]=[C:27]([CH3:29])[O:26][N:25]=4)[CH:21]=[CH:20][C:19]=3[CH3:30])=[CH:14][N:15]=2)[CH:12]=1.[Li+].[OH-].C(O)(=O)CC(CC(O)=O)(C(O)=O)O, predict the reaction product. The product is: [CH3:1][C:2]1[N:3]=[C:4]([C:32]([OH:34])=[O:33])[S:5][C:6]=1[C:7]1[CH:8]=[CH:9][C:10]2[N:11]([C:13]([C:16](=[O:31])[NH:17][C:18]3[CH:23]=[C:22]([C:24]4[N:28]=[C:27]([CH3:29])[O:26][N:25]=4)[CH:21]=[CH:20][C:19]=3[CH3:30])=[CH:14][N:15]=2)[CH:12]=1. (5) Given the reactants C(=O)([O-])[O-].[Cs+].[Cs+].Cl[C:8]1[N:9]=[C:10]2[C:16]([C:17]3[CH:22]=[CH:21][CH:20]=[CH:19][CH:18]=3)=[C:15]([C:23]3[CH:28]=[CH:27][C:26]([C:29]4([NH:33][C:34](=[O:40])[O:35][C:36]([CH3:39])([CH3:38])[CH3:37])[CH2:32][CH2:31][CH2:30]4)=[CH:25][CH:24]=3)[O:14][C:11]2=[N:12][CH:13]=1.[C:41]([C:44]1[CH:45]=[C:46](B(O)O)[CH:47]=[CH:48][CH:49]=1)(=[O:43])[NH2:42], predict the reaction product. The product is: [C:41]([C:44]1[CH:49]=[C:48]([C:8]2[N:9]=[C:10]3[C:16]([C:17]4[CH:22]=[CH:21][CH:20]=[CH:19][CH:18]=4)=[C:15]([C:23]4[CH:24]=[CH:25][C:26]([C:29]5([NH:33][C:34](=[O:40])[O:35][C:36]([CH3:39])([CH3:38])[CH3:37])[CH2:32][CH2:31][CH2:30]5)=[CH:27][CH:28]=4)[O:14][C:11]3=[N:12][CH:13]=2)[CH:47]=[CH:46][CH:45]=1)(=[O:43])[NH2:42]. (6) Given the reactants [CH3:1][C@@H:2]1[O:7][C@@H:6]([O:8][C@@H:9]2[C:14]3=[C:15]([OH:32])[C:16]4[C:28](=[O:29])[C:27]5[C:22](=[CH:23][CH:24]=[CH:25][C:26]=5[O:30][CH3:31])[C:20](=[O:21])[C:17]=4[C:18]([OH:19])=[C:13]3[CH2:12][C@@:11]([OH:37])([C:33]([CH2:35][OH:36])=[O:34])[CH2:10]2)[CH2:5][C@H:4]([NH2:38])[C@@H:3]1[OH:39].Cl.CN1CCOCC1, predict the reaction product. The product is: [CH3:1][C@@H:2]1[O:7][C@@H:6]([O:8][C@@H:9]2[C:14]3=[C:15]([OH:32])[C:16]4[C:28](=[O:29])[C:27]5[C:22](=[CH:23][CH:24]=[CH:25][C:26]=5[O:30][CH3:31])[C:20](=[O:21])[C:17]=4[C:18]([OH:19])=[C:13]3[CH2:12][C@@:11]([OH:37])([C:33]([CH2:35][OH:36])=[O:34])[CH2:10]2)[CH2:5][C@H:4]([NH2:38])[C@@H:3]1[OH:39].